From a dataset of Full USPTO retrosynthesis dataset with 1.9M reactions from patents (1976-2016). Predict the reactants needed to synthesize the given product. (1) Given the product [F:28][C:11]1[CH:10]=[C:9]([CH:8]=[C:4]2[S:3][C:2](=[O:1])[N:6]([CH2:30][CH2:31][N:32]3[CH2:37][CH2:36][O:35][CH2:34][CH2:33]3)[C:5]2=[O:7])[CH:27]=[CH:26][C:12]=1[O:13][C:14]1[CH:21]=[CH:20][C:17]([C:18]#[N:19])=[CH:16][C:15]=1[C:22]([F:25])([F:23])[F:24], predict the reactants needed to synthesize it. The reactants are: [O:1]=[C:2]1[NH:6][C:5](=[O:7])[C:4](=[CH:8][C:9]2[CH:27]=[CH:26][C:12]([O:13][C:14]3[CH:21]=[CH:20][C:17]([C:18]#[N:19])=[CH:16][C:15]=3[C:22]([F:25])([F:24])[F:23])=[C:11]([F:28])[CH:10]=2)[S:3]1.Cl[CH2:30][CH2:31][N:32]1[CH2:37][CH2:36][O:35][CH2:34][CH2:33]1. (2) Given the product [CH2:16]([O:15][C:14]([N:13]([C:10]1[C:11]2[C:6](=[CH:5][CH:4]=[C:3]([C:2]([F:24])([F:1])[F:25])[CH:12]=2)[CH:7]=[CH:8][N:9]=1)[CH2:29][C:30]([O:32][CH3:33])=[O:31])=[O:23])[C:17]1[CH:22]=[CH:21][CH:20]=[CH:19][CH:18]=1, predict the reactants needed to synthesize it. The reactants are: [F:1][C:2]([F:25])([F:24])[C:3]1[CH:12]=[C:11]2[C:6]([CH:7]=[CH:8][N:9]=[C:10]2[NH:13][C:14](=[O:23])[O:15][CH2:16][C:17]2[CH:22]=[CH:21][CH:20]=[CH:19][CH:18]=2)=[CH:5][CH:4]=1.[H-].[Na+].Br[CH2:29][C:30]([O:32][CH3:33])=[O:31].